From a dataset of Full USPTO retrosynthesis dataset with 1.9M reactions from patents (1976-2016). Predict the reactants needed to synthesize the given product. (1) Given the product [F:1][CH2:2][CH2:3][NH:4][C:12]1[N:13]=[CH:14][C:15]([C:18]2[O:19][C:20]3[CH:26]=[C:25]([O:27][CH3:28])[CH:24]=[CH:23][C:21]=3[N:22]=2)=[CH:16][N:17]=1, predict the reactants needed to synthesize it. The reactants are: [F:1][CH2:2][CH2:3][N:4]([C:12]1[N:17]=[CH:16][C:15]([C:18]2[O:19][C:20]3[CH:26]=[C:25]([O:27][CH3:28])[CH:24]=[CH:23][C:21]=3[N:22]=2)=[CH:14][N:13]=1)C(=O)OC(C)(C)C.FCCNC1C=CC(C2OC3C=C(OC)C=CC=3N=2)=CN=1. (2) Given the product [CH3:3][CH:2]([N:4]1[CH2:5][CH2:6][N:7]([C:10]2[CH:15]=[CH:14][C:13]([NH2:16])=[C:12]([O:19][CH3:20])[CH:11]=2)[CH2:8][CH2:9]1)[CH3:1], predict the reactants needed to synthesize it. The reactants are: [CH3:1][CH:2]([N:4]1[CH2:9][CH2:8][N:7]([C:10]2[CH:15]=[CH:14][C:13]([N+:16]([O-])=O)=[C:12]([O:19][CH3:20])[CH:11]=2)[CH2:6][CH2:5]1)[CH3:3]. (3) Given the product [Si:37]([O:13][C:11]1[CH:10]=[CH:9][C:8]([CH:14]2[CH2:23][CH2:22][C:21]3[C:16](=[CH:17][CH:18]=[C:19]([O:24][Si:37]([C:40]([CH3:43])([CH3:42])[CH3:41])([CH3:39])[CH3:38])[CH:20]=3)[CH2:15]2)=[C:7]([NH:6][CH2:5][C:4]2[CH:25]=[CH:26][C:27]([O:28][CH2:29][CH2:30][N:31]3[CH2:36][CH2:35][CH2:34][CH2:33][CH2:32]3)=[C:2]([F:1])[CH:3]=2)[CH:12]=1)([C:40]([CH3:43])([CH3:42])[CH3:41])([CH3:39])[CH3:38], predict the reactants needed to synthesize it. The reactants are: [F:1][C:2]1[CH:3]=[C:4]([CH:25]=[CH:26][C:27]=1[O:28][CH2:29][CH2:30][N:31]1[CH2:36][CH2:35][CH2:34][CH2:33][CH2:32]1)[CH2:5][NH:6][C:7]1[CH:12]=[C:11]([OH:13])[CH:10]=[CH:9][C:8]=1[CH:14]1[CH2:23][CH2:22][C:21]2[CH:20]=[C:19]([OH:24])[CH:18]=[CH:17][C:16]=2[CH2:15]1.[Si:37](Cl)([C:40]([CH3:43])([CH3:42])[CH3:41])([CH3:39])[CH3:38]. (4) Given the product [Cl:1][C:2]1[C:10]([F:11])=[CH:9][C:5]([C:6]([NH:49][CH2:48][CH:47]([F:50])[F:46])=[O:8])=[C:4]([F:12])[CH:3]=1, predict the reactants needed to synthesize it. The reactants are: [Cl:1][C:2]1[C:10]([F:11])=[CH:9][C:5]([C:6]([OH:8])=O)=[C:4]([F:12])[CH:3]=1.C(N(CC)C(C)C)(C)C.F[P-](F)(F)(F)(F)F.C[N+](C)=C(N(C)C)ON1C2N=CC=CC=2N=N1.[F:46][CH:47]([F:50])[CH2:48][NH2:49]. (5) Given the product [OH:17][C:16]([CH3:15])=[CH:2][C:1]([C:4]1[CH:14]=[CH:13][C:7]2[O:8][CH2:9][C:10](=[O:12])[NH:11][C:6]=2[CH:5]=1)=[O:3], predict the reactants needed to synthesize it. The reactants are: [C:1]([C:4]1[CH:14]=[CH:13][C:7]2[O:8][CH2:9][C:10](=[O:12])[NH:11][C:6]=2[CH:5]=1)(=[O:3])[CH3:2].[CH3:15][CH2:16][O:17]C(C)=O.